Dataset: Catalyst prediction with 721,799 reactions and 888 catalyst types from USPTO. Task: Predict which catalyst facilitates the given reaction. (1) Reactant: C1O[CH:5]([CH:6]2[CH2:11][CH2:10][CH:9]([C:12]3[CH:17]=[C:16]([F:18])[C:15]([I:19])=[C:14]([F:20])[CH:13]=3)[CH2:8][CH2:7]2)[O:4]C1C.C(O)=O. Product: [F:18][C:16]1[CH:17]=[C:12]([CH:9]2[CH2:8][CH2:7][CH:6]([CH:5]=[O:4])[CH2:11][CH2:10]2)[CH:13]=[C:14]([F:20])[C:15]=1[I:19]. The catalyst class is: 11. (2) Reactant: CS(C)=O.[CH3:5][O:6][C:7]1[CH:12]=[CH:11][N:10]2[N:13]=[C:14]([C:19]3[CH:24]=[CH:23][CH:22]=[CH:21][CH:20]=3)[C:15](C(O)=O)=[C:9]2[CH:8]=1. Product: [CH3:5][O:6][C:7]1[CH:12]=[CH:11][N:10]2[N:13]=[C:14]([C:19]3[CH:20]=[CH:21][CH:22]=[CH:23][CH:24]=3)[CH:15]=[C:9]2[CH:8]=1. The catalyst class is: 13. (3) Reactant: [CH3:1][O:2][C:3]1[N:8]=[C:7]([N:9]2[CH2:14][CH2:13][O:12][CH2:11][CH2:10]2)[CH:6]=[CH:5][C:4]=1[N+:15]([O-])=O.[H][H]. Product: [CH3:1][O:2][C:3]1[C:4]([NH2:15])=[CH:5][CH:6]=[C:7]([N:9]2[CH2:14][CH2:13][O:12][CH2:11][CH2:10]2)[N:8]=1. The catalyst class is: 591. (4) The catalyst class is: 5. Product: [NH2:26][C@@H:5]([CH2:4][CH:1]1[CH2:3][CH2:2]1)[CH2:6][O:7][C:8]1[C:9]([CH3:25])=[CH:10][C:11]2[C:20]3[C:15](=[C:16]([CH3:21])[N:17]=[CH:18][CH:19]=3)[C:14](=[O:22])[N:13]([CH3:23])[C:12]=2[CH:24]=1. Reactant: [CH:1]1([CH2:4][C@H:5]([NH:26]C(=O)OC(C)(C)C)[CH2:6][O:7][C:8]2[C:9]([CH3:25])=[CH:10][C:11]3[C:20]4[C:15](=[C:16]([CH3:21])[N:17]=[CH:18][CH:19]=4)[C:14](=[O:22])[N:13]([CH3:23])[C:12]=3[CH:24]=2)[CH2:3][CH2:2]1.Cl. (5) Product: [O:1]1[CH:5]=[CH:4][CH:3]=[C:2]1[C:11]([C:13]1[CH:14]=[N:15][CH:16]=[CH:17][CH:18]=1)=[O:25]. The catalyst class is: 521. Reactant: [O:1]1[CH:5]=[CH:4][CH:3]=[CH:2]1.[Li]CCCC.[C:11]([C:13]1[CH:14]=[N:15][CH:16]=[CH:17][CH:18]=1)#N.[Cl-].[NH4+].Cl.C1C[O:25]CC1.